From a dataset of Reaction yield outcomes from USPTO patents with 853,638 reactions. Predict the reaction yield, written as a fraction of the theoretical maximum amount of product (1.0 means a 100% yield; for example, 0.34 means a 34% yield). (1) The reactants are [O:1]=[C:2]1[NH:7][CH2:6][CH2:5][N:4]([C:8]([O:10][CH2:11][C:12]2[CH:17]=[CH:16][CH:15]=[CH:14][CH:13]=2)=[O:9])[CH2:3]1.[C:18]([O-])([O-])=O.[Na+].[Na+].F[B-](F)(F)F.C[O+](C)C.O. The catalyst is C(Cl)Cl. The product is [CH2:11]([O:10][C:8]([N:4]1[CH2:3][C:2]([O:1][CH3:18])=[N:7][CH2:6][CH2:5]1)=[O:9])[C:12]1[CH:17]=[CH:16][CH:15]=[CH:14][CH:13]=1. The yield is 0.950. (2) No catalyst specified. The product is [CH3:19][O:18][C:17]([NH:16][C:5]1([C:7]2[CH:12]=[CH:11][CH:10]=[C:9]([N+:13]([O-:15])=[O:14])[CH:8]=2)[CH2:6][CH:4]1[CH2:3][C:1]([O:32][CH2:30][CH3:31])=[O:26])=[O:20]. The yield is 0.981. The reactants are [C:1]([CH2:3][CH:4]1[CH2:6][C:5]1([NH:16][C:17](=[O:20])[O:18][CH3:19])[C:7]1[CH:12]=[CH:11][CH:10]=[C:9]([N+:13]([O-:15])=[O:14])[CH:8]=1)#N.S(Cl)(Cl)=O.C([O-])(O)=[O:26].[Na+].[CH2:30]([OH:32])[CH3:31]. (3) The reactants are [OH-].[Na+].[Cl:3][C:4]1[S:8][C:7]([C:9]([C@H:11]2[CH2:13][C@@H:12]2[C:14]([O:16]C)=[O:15])=[O:10])=[CH:6][CH:5]=1. The catalyst is CO. The product is [Cl:3][C:4]1[S:8][C:7]([C:9]([C@H:11]2[CH2:13][C@@H:12]2[C:14]([OH:16])=[O:15])=[O:10])=[CH:6][CH:5]=1. The yield is 0.510. (4) The reactants are [Cl:1][C:2]1[CH:8]=[CH:7][C:5]([NH2:6])=[CH:4][C:3]=1[N+:9]([O-:11])=[O:10].[CH3:12][S:13](Cl)(=[O:15])=[O:14].N1C=CC=CC=1. The catalyst is C1COCC1.Cl. The product is [Cl:1][C:2]1[CH:8]=[CH:7][C:5]([NH:6][S:13]([CH3:12])(=[O:15])=[O:14])=[CH:4][C:3]=1[N+:9]([O-:11])=[O:10]. The yield is 0.920. (5) The reactants are CS[C:3]1[O:4][C:5]2[CH:11]=[CH:10][C:9]([N+:12]([O-:14])=[O:13])=[CH:8][C:6]=2[N:7]=1.[NH2:15][C:16]1[CH:21]=[C:20]([N+:22]([O-])=O)[CH:19]=[CH:18]C=1O.Cl.[C:27](OCC)(=O)[CH3:28]. No catalyst specified. The product is [N+:12]([C:9]1[CH:10]=[CH:11][C:5]2[O:4][C:3]([N:22]3[CH:20]4[CH2:21][CH2:16][N:15]([CH2:18][CH2:19]4)[CH2:28][CH2:27]3)=[N:7][C:6]=2[CH:8]=1)([O-:14])=[O:13]. The yield is 0.360.